This data is from NCI-60 drug combinations with 297,098 pairs across 59 cell lines. The task is: Regression. Given two drug SMILES strings and cell line genomic features, predict the synergy score measuring deviation from expected non-interaction effect. (1) Drug 1: CC1=CC2C(CCC3(C2CCC3(C(=O)C)OC(=O)C)C)C4(C1=CC(=O)CC4)C. Drug 2: N.N.Cl[Pt+2]Cl. Cell line: OVCAR3. Synergy scores: CSS=-3.58, Synergy_ZIP=2.24, Synergy_Bliss=1.33, Synergy_Loewe=0.206, Synergy_HSA=-2.59. (2) Drug 1: CN1CCC(CC1)COC2=C(C=C3C(=C2)N=CN=C3NC4=C(C=C(C=C4)Br)F)OC. Drug 2: CC1OCC2C(O1)C(C(C(O2)OC3C4COC(=O)C4C(C5=CC6=C(C=C35)OCO6)C7=CC(=C(C(=C7)OC)O)OC)O)O. Cell line: PC-3. Synergy scores: CSS=17.5, Synergy_ZIP=-5.18, Synergy_Bliss=-0.854, Synergy_Loewe=-0.519, Synergy_HSA=1.43. (3) Drug 1: COC1=C(C=C2C(=C1)N=CN=C2NC3=CC(=C(C=C3)F)Cl)OCCCN4CCOCC4. Drug 2: C1C(C(OC1N2C=NC(=NC2=O)N)CO)O. Cell line: MALME-3M. Synergy scores: CSS=35.3, Synergy_ZIP=1.09, Synergy_Bliss=3.62, Synergy_Loewe=2.33, Synergy_HSA=3.62. (4) Synergy scores: CSS=10.0, Synergy_ZIP=-2.72, Synergy_Bliss=1.45, Synergy_Loewe=-8.63, Synergy_HSA=0.196. Drug 2: COCCOC1=C(C=C2C(=C1)C(=NC=N2)NC3=CC=CC(=C3)C#C)OCCOC.Cl. Cell line: M14. Drug 1: CC1C(C(CC(O1)OC2CC(CC3=C2C(=C4C(=C3O)C(=O)C5=C(C4=O)C(=CC=C5)OC)O)(C(=O)C)O)N)O.Cl. (5) Drug 1: CCC1(CC2CC(C3=C(CCN(C2)C1)C4=CC=CC=C4N3)(C5=C(C=C6C(=C5)C78CCN9C7C(C=CC9)(C(C(C8N6C=O)(C(=O)OC)O)OC(=O)C)CC)OC)C(=O)OC)O.OS(=O)(=O)O. Drug 2: CCC1(C2=C(COC1=O)C(=O)N3CC4=CC5=C(C=CC(=C5CN(C)C)O)N=C4C3=C2)O.Cl. Cell line: SK-MEL-5. Synergy scores: CSS=33.1, Synergy_ZIP=-7.96, Synergy_Bliss=-3.55, Synergy_Loewe=-15.5, Synergy_HSA=-3.88. (6) Drug 1: CC1=CC=C(C=C1)C2=CC(=NN2C3=CC=C(C=C3)S(=O)(=O)N)C(F)(F)F. Drug 2: C(=O)(N)NO. Cell line: SK-OV-3. Synergy scores: CSS=-4.51, Synergy_ZIP=2.50, Synergy_Bliss=1.98, Synergy_Loewe=-2.99, Synergy_HSA=-2.45. (7) Drug 1: CCC1=C2CN3C(=CC4=C(C3=O)COC(=O)C4(CC)O)C2=NC5=C1C=C(C=C5)O. Drug 2: C1=CC=C(C=C1)NC(=O)CCCCCCC(=O)NO. Cell line: T-47D. Synergy scores: CSS=35.2, Synergy_ZIP=-4.31, Synergy_Bliss=-6.36, Synergy_Loewe=-2.99, Synergy_HSA=-1.30. (8) Cell line: SF-295. Drug 2: CCC1(CC2CC(C3=C(CCN(C2)C1)C4=CC=CC=C4N3)(C5=C(C=C6C(=C5)C78CCN9C7C(C=CC9)(C(C(C8N6C)(C(=O)OC)O)OC(=O)C)CC)OC)C(=O)OC)O.OS(=O)(=O)O. Drug 1: C1=C(C(=O)NC(=O)N1)N(CCCl)CCCl. Synergy scores: CSS=42.7, Synergy_ZIP=-1.27, Synergy_Bliss=-2.25, Synergy_Loewe=-7.94, Synergy_HSA=1.42. (9) Drug 1: CC12CCC(CC1=CCC3C2CCC4(C3CC=C4C5=CN=CC=C5)C)O. Drug 2: CC1=CC=C(C=C1)C2=CC(=NN2C3=CC=C(C=C3)S(=O)(=O)N)C(F)(F)F. Cell line: SW-620. Synergy scores: CSS=3.16, Synergy_ZIP=-0.235, Synergy_Bliss=0.150, Synergy_Loewe=-1.10, Synergy_HSA=-1.36. (10) Drug 1: C1CC(C1)(C(=O)O)C(=O)O.[NH2-].[NH2-].[Pt+2]. Drug 2: C(=O)(N)NO. Cell line: MDA-MB-231. Synergy scores: CSS=3.29, Synergy_ZIP=-4.21, Synergy_Bliss=-3.88, Synergy_Loewe=-2.96, Synergy_HSA=-2.34.